From a dataset of NCI-60 drug combinations with 297,098 pairs across 59 cell lines. Regression. Given two drug SMILES strings and cell line genomic features, predict the synergy score measuring deviation from expected non-interaction effect. (1) Drug 2: CC12CCC3C(C1CCC2=O)CC(=C)C4=CC(=O)C=CC34C. Synergy scores: CSS=45.8, Synergy_ZIP=2.10, Synergy_Bliss=1.82, Synergy_Loewe=2.00, Synergy_HSA=1.21. Drug 1: CN1CCC(CC1)COC2=C(C=C3C(=C2)N=CN=C3NC4=C(C=C(C=C4)Br)F)OC. Cell line: SR. (2) Drug 1: COC1=NC(=NC2=C1N=CN2C3C(C(C(O3)CO)O)O)N. Drug 2: C1=NC2=C(N=C(N=C2N1C3C(C(C(O3)CO)O)F)Cl)N. Cell line: SK-MEL-5. Synergy scores: CSS=11.5, Synergy_ZIP=-5.00, Synergy_Bliss=0.206, Synergy_Loewe=-10.6, Synergy_HSA=1.58. (3) Drug 1: C1CN1P(=S)(N2CC2)N3CC3. Drug 2: C1CC(C1)(C(=O)O)C(=O)O.[NH2-].[NH2-].[Pt+2]. Cell line: EKVX. Synergy scores: CSS=0.542, Synergy_ZIP=-0.701, Synergy_Bliss=0.620, Synergy_Loewe=-1.91, Synergy_HSA=-1.00. (4) Drug 1: CN1C(=O)N2C=NC(=C2N=N1)C(=O)N. Drug 2: C1=CN(C=N1)CC(O)(P(=O)(O)O)P(=O)(O)O. Cell line: K-562. Synergy scores: CSS=13.3, Synergy_ZIP=-7.45, Synergy_Bliss=-5.22, Synergy_Loewe=-4.23, Synergy_HSA=-3.82. (5) Drug 1: COC1=C(C=C2C(=C1)N=CN=C2NC3=CC(=C(C=C3)F)Cl)OCCCN4CCOCC4. Drug 2: CCC1(CC2CC(C3=C(CCN(C2)C1)C4=CC=CC=C4N3)(C5=C(C=C6C(=C5)C78CCN9C7C(C=CC9)(C(C(C8N6C=O)(C(=O)OC)O)OC(=O)C)CC)OC)C(=O)OC)O.OS(=O)(=O)O. Cell line: A549. Synergy scores: CSS=23.8, Synergy_ZIP=5.78, Synergy_Bliss=5.83, Synergy_Loewe=4.28, Synergy_HSA=4.50. (6) Drug 1: C1=NC2=C(N=C(N=C2N1C3C(C(C(O3)CO)O)F)Cl)N. Drug 2: CC(C)CN1C=NC2=C1C3=CC=CC=C3N=C2N. Cell line: COLO 205. Synergy scores: CSS=38.2, Synergy_ZIP=4.81, Synergy_Bliss=2.96, Synergy_Loewe=-5.87, Synergy_HSA=3.39. (7) Drug 1: CN1C2=C(C=C(C=C2)N(CCCl)CCCl)N=C1CCCC(=O)O.Cl. Drug 2: C1C(C(OC1N2C=NC3=C2NC=NCC3O)CO)O. Cell line: ACHN. Synergy scores: CSS=3.56, Synergy_ZIP=-0.0196, Synergy_Bliss=3.22, Synergy_Loewe=1.12, Synergy_HSA=1.33. (8) Cell line: PC-3. Synergy scores: CSS=23.2, Synergy_ZIP=-4.20, Synergy_Bliss=1.03, Synergy_Loewe=1.41, Synergy_HSA=2.46. Drug 2: CC1=CC=C(C=C1)C2=CC(=NN2C3=CC=C(C=C3)S(=O)(=O)N)C(F)(F)F. Drug 1: C1=NC2=C(N1)C(=S)N=C(N2)N. (9) Drug 1: CC1C(C(CC(O1)OC2CC(CC3=C2C(=C4C(=C3O)C(=O)C5=C(C4=O)C(=CC=C5)OC)O)(C(=O)C)O)N)O.Cl. Drug 2: CC1CCC2CC(C(=CC=CC=CC(CC(C(=O)C(C(C(=CC(C(=O)CC(OC(=O)C3CCCCN3C(=O)C(=O)C1(O2)O)C(C)CC4CCC(C(C4)OC)O)C)C)O)OC)C)C)C)OC. Cell line: SF-539. Synergy scores: CSS=27.5, Synergy_ZIP=-6.65, Synergy_Bliss=-2.46, Synergy_Loewe=-1.43, Synergy_HSA=-0.138.